From a dataset of Reaction yield outcomes from USPTO patents with 853,638 reactions. Predict the reaction yield, written as a fraction of the theoretical maximum amount of product (1.0 means a 100% yield; for example, 0.34 means a 34% yield). (1) The reactants are [NH:1]1[C:5]2[CH:6]=[CH:7][CH:8]=[CH:9][C:4]=2[N:3]=[C:2]1[NH:10][C:11]1[CH:16]=[CH:15][C:14]([C:17]2[CH:22]=[CH:21][C:20]([C:23]([C@@H:25]3[CH2:29][CH2:28][CH2:27][C@H:26]3[C:30]([O:32]C)=[O:31])=[O:24])=[CH:19][CH:18]=2)=[CH:13][C:12]=1[F:34].[OH-].[Na+]. The catalyst is CO.C1COCC1. The product is [NH:1]1[C:5]2[CH:6]=[CH:7][CH:8]=[CH:9][C:4]=2[N:3]=[C:2]1[NH:10][C:11]1[CH:16]=[CH:15][C:14]([C:17]2[CH:22]=[CH:21][C:20]([C:23]([C@@H:25]3[CH2:29][CH2:28][CH2:27][C@H:26]3[C:30]([OH:32])=[O:31])=[O:24])=[CH:19][CH:18]=2)=[CH:13][C:12]=1[F:34]. The yield is 0.310. (2) The reactants are C([O:3][C:4](=O)[CH2:5][C:6]([CH:8]1[CH2:12][CH2:11][CH2:10][CH2:9]1)=O)C.Cl.[NH2:15][C:16]([NH2:18])=[NH:17].CC(C)([O-])C.[K+]. The catalyst is CO. The product is [NH2:17][C:16]1[NH:18][C:4](=[O:3])[CH:5]=[C:6]([CH:8]2[CH2:12][CH2:11][CH2:10][CH2:9]2)[N:15]=1. The yield is 0.870.